Predict the reactants needed to synthesize the given product. From a dataset of Full USPTO retrosynthesis dataset with 1.9M reactions from patents (1976-2016). (1) Given the product [CH2:40]([O:39][C:35]1[CH:34]=[C:33]([C:30]2[CH:29]=[CH:28][C:27]([CH2:26][CH:15]([NH:16][S:17]([C:20]3[CH:21]=[N:22][CH:23]=[CH:24][CH:25]=3)(=[O:18])=[O:19])[C:11]3[N:10]=[C:9]([NH:8][CH2:42][C:43]([OH:45])=[O:44])[CH:14]=[CH:13][CH:12]=3)=[CH:32][CH:31]=2)[CH:38]=[CH:37][CH:36]=1)[CH3:41], predict the reactants needed to synthesize it. The reactants are: C(OC([N:8]([CH2:42][C:43]([O:45]C(C)(C)C)=[O:44])[C:9]1[CH:14]=[CH:13][CH:12]=[C:11]([CH:15]([CH2:26][C:27]2[CH:32]=[CH:31][C:30]([C:33]3[CH:38]=[CH:37][CH:36]=[C:35]([O:39][CH2:40][CH3:41])[CH:34]=3)=[CH:29][CH:28]=2)[NH:16][S:17]([C:20]2[CH:21]=[N:22][CH:23]=[CH:24][CH:25]=2)(=[O:19])=[O:18])[N:10]=1)=O)(C)(C)C.Cl.O. (2) Given the product [NH2:1][C:4]1[CH:9]=[CH:8][CH:7]=[CH:6][C:5]=1[NH:10][CH2:11][C:12]([NH:14][CH3:15])=[O:13], predict the reactants needed to synthesize it. The reactants are: [N+:1]([C:4]1[CH:9]=[CH:8][CH:7]=[CH:6][C:5]=1[NH:10][CH2:11][C:12]([NH:14][CH3:15])=[O:13])([O-])=O. (3) Given the product [OH:26][CH2:25][CH2:27][NH:28][C:4]([C:6]1[C:7]2[S:15][CH:14]=[C:13]([CH2:16][O:17][C:18]3[CH:23]=[CH:22][C:21]([Br:24])=[CH:20][CH:19]=3)[C:8]=2[C:9]([NH2:12])=[N:10][CH:11]=1)=[O:5], predict the reactants needed to synthesize it. The reactants are: C(O[C:4]([C:6]1[C:7]2[S:15][CH:14]=[C:13]([CH2:16][O:17][C:18]3[CH:23]=[CH:22][C:21]([Br:24])=[CH:20][CH:19]=3)[C:8]=2[C:9]([NH2:12])=[N:10][CH:11]=1)=[O:5])C.[CH2:25]([CH2:27][NH2:28])[OH:26]. (4) The reactants are: C(O[CH2:9][CH2:10][C:11]1([CH2:16][CH:17]2[CH:26]([S:27]([C:30]3[CH:35]=[CH:34][C:33]([Cl:36])=[CH:32][CH:31]=3)(=[O:29])=[O:28])[C:25]3[C:20](=[C:21]([F:38])[CH:22]=[CH:23][C:24]=3[F:37])[O:19][CH2:18]2)[O:15][CH2:14][CH2:13][O:12]1)C1C=CC=CC=1.[H][H].CCN(CC)CC.O. Given the product [Cl:36][C:33]1[CH:34]=[CH:35][C:30]([S:27]([C@@:26]23[CH2:9][CH2:10][C:11]4([O:15][CH2:14][CH2:13][O:12]4)[CH2:16][C@H:17]2[CH2:18][O:19][C:20]2[C:21]([F:38])=[CH:22][CH:23]=[C:24]([F:37])[C:25]3=2)(=[O:29])=[O:28])=[CH:31][CH:32]=1, predict the reactants needed to synthesize it.